From a dataset of Full USPTO retrosynthesis dataset with 1.9M reactions from patents (1976-2016). Predict the reactants needed to synthesize the given product. Given the product [CH:1]([N:4]([CH3:27])[C:5](=[O:26])[C:6]1[CH:11]=[CH:10][C:9]([O:12][CH2:13][C:14]2[C:15]([C:20]3[CH:25]=[CH:24][CH:23]=[CH:22][CH:21]=3)=[N:16][O:17][C:18]=2[CH3:19])=[N:8][CH:7]=1)([CH3:3])[CH3:2], predict the reactants needed to synthesize it. The reactants are: [CH:1]([NH:4][C:5](=[O:26])[C:6]1[CH:11]=[CH:10][C:9]([O:12][CH2:13][C:14]2[C:15]([C:20]3[CH:25]=[CH:24][CH:23]=[CH:22][CH:21]=3)=[N:16][O:17][C:18]=2[CH3:19])=[N:8][CH:7]=1)([CH3:3])[CH3:2].[CH3:27]C1ON=C(C2C=CC=CC=2)C=1COC1C=CC(C(NC2CCOCC2)=O)=CN=1.